Dataset: Forward reaction prediction with 1.9M reactions from USPTO patents (1976-2016). Task: Predict the product of the given reaction. (1) Given the reactants [OH:1][CH2:2][CH2:3][C:4]1[CH:9]=[CH:8][C:7]([CH:10]=[CH:11][N:12]2[C:20](=[O:21])[C:19]3[C:14](=[CH:15][CH:16]=[CH:17][CH:18]=3)[C:13]2=[O:22])=[CH:6][CH:5]=1, predict the reaction product. The product is: [OH:1][CH2:2][CH2:3][C:4]1[CH:5]=[CH:6][C:7]([CH2:10][CH2:11][N:12]2[C:13](=[O:22])[C:14]3[C:19](=[CH:18][CH:17]=[CH:16][CH:15]=3)[C:20]2=[O:21])=[CH:8][CH:9]=1. (2) Given the reactants [CH3:1][C:2]1([CH3:20])[CH2:7][O:6][C:5]([CH2:14][S:15][CH2:16][C:17]([OH:19])=O)([C:8]2[CH:13]=[CH:12][CH:11]=[CH:10][CH:9]=2)[O:4][CH2:3]1.C1(N=C=NC2CCCCC2)CCCCC1.[C:36]1([C@H:42]2[CH2:46][O:45][C:44](=[O:47])[NH:43]2)[CH:41]=[CH:40][CH:39]=[CH:38][CH:37]=1, predict the reaction product. The product is: [CH3:20][C:2]1([CH3:1])[CH2:3][O:4][C:5]([CH2:14][S:15][CH2:16][C:17]([N:43]2[C@@H:42]([C:36]3[CH:41]=[CH:40][CH:39]=[CH:38][CH:37]=3)[CH2:46][O:45][C:44]2=[O:47])=[O:19])([C:8]2[CH:9]=[CH:10][CH:11]=[CH:12][CH:13]=2)[O:6][CH2:7]1. (3) Given the reactants [CH3:1][N:2]([CH3:37])[CH2:3][CH2:4][N:5]1[CH:9]=[C:8]([C:10]2[CH:15]=[CH:14][C:13]([F:16])=[C:12]([C:17]([F:20])([F:19])[F:18])[CH:11]=2)[N:7]=[C:6]1[CH:21]1[CH2:26][CH2:25][N:24]([C:27]2[C:28]3[CH2:35][C:34](=[O:36])[NH:33][C:29]=3[N:30]=[CH:31][N:32]=2)[CH2:23][CH2:22]1, predict the reaction product. The product is: [OH2:36].[CH3:1][N:2]([CH3:37])[CH2:3][CH2:4][N:5]1[CH:9]=[C:8]([C:10]2[CH:15]=[CH:14][C:13]([F:16])=[C:12]([C:17]([F:18])([F:19])[F:20])[CH:11]=2)[N:7]=[C:6]1[CH:21]1[CH2:26][CH2:25][N:24]([C:27]2[C:28]3[CH2:35][C:34](=[O:36])[NH:33][C:29]=3[N:30]=[CH:31][N:32]=2)[CH2:23][CH2:22]1.[CH3:37][N:2]([CH2:3][CH2:4][N:5]1[CH:9]=[C:8]([C:10]2[CH:15]=[CH:14][C:13]([F:16])=[C:12]([C:17]([F:18])([F:19])[F:20])[CH:11]=2)[N:7]=[C:6]1[CH:21]1[CH2:22][CH2:23][N:24]([C:27]2[C:28]3[CH2:35][C:34](=[O:36])[NH:33][C:29]=3[N:30]=[CH:31][N:32]=2)[CH2:25][CH2:26]1)[CH3:1]. (4) Given the reactants Br[C:2]1[CH:7]=[CH:6][C:5]([CH2:8][OH:9])=[C:4]([CH3:10])[CH:3]=1.[Cl:11][C:12]1[CH:17]=[CH:16][CH:15]=[CH:14][C:13]=1B(O)O.C([O-])([O-])=O.[Na+].[Na+], predict the reaction product. The product is: [Cl:11][C:12]1[CH:17]=[CH:16][CH:15]=[CH:14][C:13]=1[C:2]1[CH:7]=[CH:6][C:5]([CH2:8][OH:9])=[C:4]([CH3:10])[CH:3]=1. (5) Given the reactants Cl.[C:2](Cl)(=[O:9])[C:3]1[CH:8]=[CH:7][N:6]=[CH:5][CH:4]=1.C(N(CC)CC)C.ClCCl.[F:21][C:22]([F:31])([F:30])[C:23]1[CH:24]=[C:25]([CH:27]=[CH:28][CH:29]=1)[NH2:26], predict the reaction product. The product is: [F:21][C:22]([F:30])([F:31])[C:23]1[CH:24]=[C:25]([NH:26][C:2](=[O:9])[C:3]2[CH:8]=[CH:7][N:6]=[CH:5][CH:4]=2)[CH:27]=[CH:28][CH:29]=1. (6) Given the reactants [I:1][C:2]1[CH:3]=[C:4]([NH:9][C:10](=[O:23])[C:11]2[CH:16]=[CH:15][C:14]([N:17]3[CH2:22][CH2:21][NH:20][CH2:19][CH2:18]3)=[N:13][CH:12]=2)[CH:5]=[CH:6][C:7]=1[CH3:8].[CH2:24]([O:26][C:27](Cl)=[O:28])[CH3:25].CC(C)(C)CC(N1CCN(C2C=CC(C(NC3C=CC(C)=C(I)C=3)=O)=CN=2)CC1)=O, predict the reaction product. The product is: [CH2:24]([O:26][C:27]([N:20]1[CH2:19][CH2:18][N:17]([C:14]2[CH:15]=[CH:16][C:11]([C:10](=[O:23])[NH:9][C:4]3[CH:5]=[CH:6][C:7]([CH3:8])=[C:2]([I:1])[CH:3]=3)=[CH:12][N:13]=2)[CH2:22][CH2:21]1)=[O:28])[CH3:25]. (7) Given the reactants [NH2:1][C:2]1[S:3][CH:4]=[C:5]([CH2:7][C:8]([O:10][CH2:11][CH3:12])=[O:9])[N:6]=1.[Cl:13][C:14]1[C:19]([Cl:20])=[C:18]([Cl:21])[CH:17]=[CH:16][C:15]=1[S:22](Cl)(=[O:24])=[O:23], predict the reaction product. The product is: [Cl:13][C:14]1[C:19]([Cl:20])=[C:18]([Cl:21])[CH:17]=[CH:16][C:15]=1[S:22]([NH:1][C:2]1[S:3][CH:4]=[C:5]([CH2:7][C:8]([O:10][CH2:11][CH3:12])=[O:9])[N:6]=1)(=[O:24])=[O:23]. (8) The product is: [CH3:8][C:3]1[C:2]([C:17]2[CH2:22][CH2:21][N:20]([C:23]([O:25][C:26]([CH3:29])([CH3:28])[CH3:27])=[O:24])[CH2:19][CH:18]=2)=[CH:7][CH:6]=[CH:5][N:4]=1. Given the reactants Br[C:2]1[C:3]([CH3:8])=[N:4][CH:5]=[CH:6][CH:7]=1.CC1(C)C(C)(C)OB([C:17]2[CH2:18][CH2:19][N:20]([C:23]([O:25][C:26]([CH3:29])([CH3:28])[CH3:27])=[O:24])[CH2:21][CH:22]=2)O1.C(=O)([O-])[O-].[Na+].[Na+], predict the reaction product. (9) Given the reactants [OH:1][C:2]1[CH:9]=[CH:8][C:5]([CH:6]=O)=[C:4]([N+:10]([O-:12])=[O:11])[C:3]=1[O:13][CH3:14].[NH:15]([C:17]1[CH:22]=[CH:21][C:20]([C:23]2[C@H:24]([CH3:30])[CH2:25][C:26](=[O:29])[NH:27][N:28]=2)=[CH:19][CH:18]=1)[NH2:16], predict the reaction product. The product is: [OH:1][C:2]1[CH:9]=[CH:8][C:5]([CH:6]=[N:16][NH:15][C:17]2[CH:22]=[CH:21][C:20]([C:23]3[C@H:24]([CH3:30])[CH2:25][C:26](=[O:29])[NH:27][N:28]=3)=[CH:19][CH:18]=2)=[C:4]([N+:10]([O-:12])=[O:11])[C:3]=1[O:13][CH3:14]. (10) Given the reactants [Br:1][C:2]1[CH:12]=[CH:11][C:5]([CH:6]([OH:10])[C:7]([OH:9])=[O:8])=[CH:4][CH:3]=1.S(=O)(=O)(O)O.[CH3:18]O, predict the reaction product. The product is: [Br:1][C:2]1[CH:12]=[CH:11][C:5]([CH:6]([OH:10])[C:7]([O:9][CH3:18])=[O:8])=[CH:4][CH:3]=1.